The task is: Predict which catalyst facilitates the given reaction.. This data is from Catalyst prediction with 721,799 reactions and 888 catalyst types from USPTO. Reactant: [H-].[Na+].[Cl:3][C:4]1[CH:13]=[CH:12][CH:11]=[C:10]2[C:5]=1[CH2:6][N:7]([C:15]1[CH:20]=[C:19]([O:21][CH2:22][C:23]3[C:28]([F:29])=[CH:27][CH:26]=[CH:25][N:24]=3)[CH:18]=[CH:17][C:16]=1[CH3:30])[C:8](=[O:14])[NH:9]2.[CH3:31]I.O. Product: [Cl:3][C:4]1[CH:13]=[CH:12][CH:11]=[C:10]2[C:5]=1[CH2:6][N:7]([C:15]1[CH:20]=[C:19]([O:21][CH2:22][C:23]3[C:28]([F:29])=[CH:27][CH:26]=[CH:25][N:24]=3)[CH:18]=[CH:17][C:16]=1[CH3:30])[C:8](=[O:14])[N:9]2[CH3:31]. The catalyst class is: 3.